Predict the reaction yield, written as a fraction of the theoretical maximum amount of product (1.0 means a 100% yield; for example, 0.34 means a 34% yield). From a dataset of Reaction yield outcomes from USPTO patents with 853,638 reactions. (1) The reactants are [Cl:1][C:2]([Cl:7])([Cl:6])[C:3](O)=[O:4].ClC(Cl)(Cl)C([O-])=O.[Na+].C([CH:18]1[CH2:23][CH2:22][N:21]([C:24]([O:26][C:27]([CH3:30])([CH3:29])[CH3:28])=[O:25])[CH2:20][CH2:19]1)=O. The catalyst is CN(C=O)C. The product is [Cl:1][C:2]([Cl:7])([Cl:6])[CH:3]([CH:18]1[CH2:23][CH2:22][N:21]([C:24]([O:26][C:27]([CH3:30])([CH3:29])[CH3:28])=[O:25])[CH2:20][CH2:19]1)[OH:4]. The yield is 0.735. (2) The reactants are [Br:1][C:2]1[CH:8]=[CH:7][CH:6]=[CH:5][C:3]=1[NH2:4].[N+:9]([O-:12])(O)=[O:10].[C:13](OC(=O)C)(=[O:15])[CH3:14]. No catalyst specified. The product is [Br:1][C:2]1[CH:8]=[CH:7][CH:6]=[C:5]([N+:9]([O-:12])=[O:10])[C:3]=1[NH:4][C:13](=[O:15])[CH3:14]. The yield is 0.167. (3) The reactants are [F:1][C:2]1[CH:10]=[C:9]2[C:5]([C:6]([C:20]3[CH:21]=[C:22]4[C:26](=[CH:27][CH:28]=3)[N:25]([CH:29]3[CH2:34][CH2:33][N:32]([C:35]([O:37][C:38]([CH3:41])([CH3:40])[CH3:39])=[O:36])[CH2:31][CH2:30]3)[N:24]=[CH:23]4)=[CH:7][N:8]2S(C2C=CC=CC=2)(=O)=O)=[CH:4][CH:3]=1.[OH-].[Na+]. The catalyst is CO.O. The product is [F:1][C:2]1[CH:10]=[C:9]2[C:5]([C:6]([C:20]3[CH:21]=[C:22]4[C:26](=[CH:27][CH:28]=3)[N:25]([CH:29]3[CH2:30][CH2:31][N:32]([C:35]([O:37][C:38]([CH3:41])([CH3:40])[CH3:39])=[O:36])[CH2:33][CH2:34]3)[N:24]=[CH:23]4)=[CH:7][NH:8]2)=[CH:4][CH:3]=1. The yield is 0.450. (4) The product is [N:17]1([CH2:22][CH2:23][NH:24][C:25]([C:27]2[C:31]([CH3:32])=[C:30]([CH:33]=[C:11]3[C:10]4[C:14](=[CH:15][C:7]([C:3]5[CH:2]=[N:1][CH:6]=[CH:5][CH:4]=5)=[CH:8][CH:9]=4)[NH:13][C:12]3=[O:16])[NH:29][C:28]=2[CH3:35])=[O:26])[CH2:21][CH2:20][CH2:19][CH2:18]1. No catalyst specified. The reactants are [N:1]1[CH:6]=[CH:5][CH:4]=[C:3]([C:7]2[CH:15]=[C:14]3[C:10]([CH2:11][C:12](=[O:16])[NH:13]3)=[CH:9][CH:8]=2)[CH:2]=1.[N:17]1([CH2:22][CH2:23][NH:24][C:25]([C:27]2[C:31]([CH3:32])=[C:30]([CH:33]=O)[NH:29][C:28]=2[CH3:35])=[O:26])[CH2:21][CH2:20][CH2:19][CH2:18]1. The yield is 0.710. (5) The reactants are O[CH2:2][C:3]1[CH:4]=[C:5]2[C:9](=[CH:10][CH:11]=1)[CH2:8][C@H:7]([NH:12][S:13]([CH:16]([CH3:18])[CH3:17])(=[O:15])=[O:14])[CH2:6]2.S(Cl)(Cl)=O.[F:23][C:24]([F:35])([F:34])[C:25]1[C:33]2[CH2:32][CH2:31][CH2:30][CH2:29][C:28]=2[NH:27][N:26]=1.C(=O)([O-])[O-].[K+].[K+]. The catalyst is C(Cl)Cl. The product is [F:35][C:24]([F:23])([F:34])[C:25]1[C:33]2[CH2:32][CH2:31][CH2:30][CH2:29][C:28]=2[N:27]([CH2:2][C:3]2[CH:4]=[C:5]3[C:9](=[CH:10][CH:11]=2)[CH2:8][C@H:7]([NH:12][S:13]([CH:16]([CH3:18])[CH3:17])(=[O:15])=[O:14])[CH2:6]3)[N:26]=1. The yield is 0.0290.